From a dataset of Full USPTO retrosynthesis dataset with 1.9M reactions from patents (1976-2016). Predict the reactants needed to synthesize the given product. Given the product [C:23]([O:22][C:20](=[O:21])[NH:19][C@H:16]1[CH2:15][CH2:14][C@@H:13]([N:3]2[CH:7]=[N:6][CH:5]=[N:4]2)[CH2:18][CH2:17]1)([CH3:26])([CH3:24])[CH3:25], predict the reactants needed to synthesize it. The reactants are: [H-].[Na+].[NH:3]1[CH:7]=[N:6][CH:5]=[N:4]1.CS(O[C@H:13]1[CH2:18][CH2:17][C@H:16]([NH:19][C:20]([O:22][C:23]([CH3:26])([CH3:25])[CH3:24])=[O:21])[CH2:15][CH2:14]1)(=O)=O.